This data is from Forward reaction prediction with 1.9M reactions from USPTO patents (1976-2016). The task is: Predict the product of the given reaction. Given the reactants [C:1]([C:5]1[CH:6]=[C:7]([OH:15])[CH:8]=[C:9]([C:11]([CH3:14])([CH3:13])[CH3:12])[CH:10]=1)([CH3:4])([CH3:3])[CH3:2].O[CH2:17][NH:18][C:19](=[O:22])[CH2:20][Cl:21].S(=O)(=O)(O)O.C([O-])(O)=O.[Na+], predict the reaction product. The product is: [Cl:21][CH2:20][C:19]([NH:18][CH2:17][C:6]1[C:7]([OH:15])=[CH:8][C:9]([C:11]([CH3:14])([CH3:13])[CH3:12])=[CH:10][C:5]=1[C:1]([CH3:4])([CH3:3])[CH3:2])=[O:22].